Dataset: Forward reaction prediction with 1.9M reactions from USPTO patents (1976-2016). Task: Predict the product of the given reaction. (1) Given the reactants Br[CH2:2][CH2:3][CH:4]=[C:5]([CH3:7])[CH3:6].[Br:8][C:9]1[C:14]([CH3:15])=[CH:13][C:12]([OH:16])=[CH:11][C:10]=1[CH3:17].C([O-])([O-])=O.[K+].[K+].CC(C)=O, predict the reaction product. The product is: [Br:8][C:9]1[C:14]([CH3:15])=[CH:13][C:12]([O:16][CH2:2][CH2:3][CH:4]=[C:5]([CH3:7])[CH3:6])=[CH:11][C:10]=1[CH3:17]. (2) Given the reactants NC1N=CN=C2N(CC(OCC)=O)N=C(C3C=CC(NS(C4C=CC=C(Cl)C=4Cl)(=O)=O)=C(F)C=3)C=12.[O:36]1[C:40]2[CH:41]=[CH:42][CH:43]=[CH:44][C:39]=2[N:38]=[C:37]1[NH:45][C:46]1[CH:51]=[CH:50][C:49](B2OC(C)(C)C(C)(C)O2)=[CH:48][CH:47]=1.[NH2:61][C:62]1[N:67]=[CH:66][N:65]=[C:64]2[N:68]([C:72]3[C:77]([C:78]#[N:79])=[CH:76][CH:75]=[CH:74][N:73]=3)[N:69]=[C:70](I)[C:63]=12, predict the reaction product. The product is: [NH2:61][C:62]1[N:67]=[CH:66][N:65]=[C:64]2[N:68]([C:72]3[C:77]([C:78]#[N:79])=[CH:76][CH:75]=[CH:74][N:73]=3)[N:69]=[C:70]([C:49]3[CH:48]=[CH:47][C:46]([NH:45][C:37]4[O:36][C:40]5[CH:41]=[CH:42][CH:43]=[CH:44][C:39]=5[N:38]=4)=[CH:51][CH:50]=3)[C:63]=12. (3) Given the reactants [F:1][C:2]1[CH:10]=[C:9]2[C:5]([C:6]([C:20]3[CH:21]=[N:22][N:23]([CH2:25][CH:26]4[CH2:31]CN(C(OC(C)(C)C)=O)CC4)[CH:24]=3)=[CH:7][N:8]2[S:11]([C:14]2[CH:19]=[CH:18][CH:17]=[CH:16][CH:15]=2)(=[O:13])=[O:12])=[CH:4][CH:3]=1.FC1C=C2C(C(C3C=NNC=3)=CN2S(C2C=CC=CC=2)(=O)=O)=CC=1.CS(OCC1C[N:71]([C:73]([O:75][C:76]([CH3:79])([CH3:78])[CH3:77])=[O:74])[CH2:70]1)(=O)=O, predict the reaction product. The product is: [F:1][C:2]1[CH:10]=[C:9]2[C:5]([C:6]([C:20]3[CH:21]=[N:22][N:23]([CH2:25][CH:26]4[CH2:31][N:71]([C:73]([O:75][C:76]([CH3:79])([CH3:78])[CH3:77])=[O:74])[CH2:70]4)[CH:24]=3)=[CH:7][N:8]2[S:11]([C:14]2[CH:15]=[CH:16][CH:17]=[CH:18][CH:19]=2)(=[O:13])=[O:12])=[CH:4][CH:3]=1. (4) The product is: [OH:28][CH2:25][C:26]#[C:27][C:2]1[C:13]2[C:5](=[CH:6][C:7]([C:16]3[CH:21]=[CH:20][CH:19]=[CH:18][C:17]=3[O:22][CH3:23])=[C:8]3[C:12]=2[C:11](=[O:14])[NH:10][C:9]3=[O:15])[N:4]([CH3:24])[CH:3]=1. Given the reactants Br[C:2]1[C:13]2[C:5](=[CH:6][C:7]([C:16]3[CH:21]=[CH:20][CH:19]=[CH:18][C:17]=3[O:22][CH3:23])=[C:8]3[C:12]=2[C:11](=[O:14])[NH:10][C:9]3=[O:15])[N:4]([CH3:24])[CH:3]=1.[CH2:25]([OH:28])[C:26]#[CH:27].C([O-])([O-])=O.[K+].[K+], predict the reaction product.